From a dataset of Full USPTO retrosynthesis dataset with 1.9M reactions from patents (1976-2016). Predict the reactants needed to synthesize the given product. Given the product [C:104]1([CH:97]([C:98]2[CH:99]=[CH:100][CH:101]=[CH:102][CH:103]=2)[CH2:96][NH:95][C:68]2[N:67]=[C:66]([N:63]3[CH2:64][CH2:65][C@@H:61]([NH:60][C:117]([NH:118][C:119]4[CH:124]=[CH:123][CH:122]=[C:121]([S:125](=[O:127])(=[O:128])[NH2:126])[CH:120]=4)=[O:116])[CH2:62]3)[N:74]=[C:73]3[C:69]=2[N:70]=[CH:71][N:72]3[C@@H:75]2[CH2:79][C@H:78]([NH:80][C:81](=[O:92])[CH2:82][CH2:83][OH:8])[C@@H:77]([OH:93])[C@H:76]2[OH:94])[CH:105]=[CH:106][CH:107]=[CH:108][CH:109]=1, predict the reactants needed to synthesize it. The reactants are: C([O:8][C@H](C)C(N[C@H]1C[C@@H](N2C=NC3C2=NC(N2CC[C@@H](NC(NC4C=NC=CC=4)=O)C2)=NC=3NCC(C2C=CC=CC=2)C2C=CC=CC=2)[C@H](O)[C@@H]1O)=O)C1C=CC=CC=1.[NH2:60][C@@H:61]1[CH2:65][CH2:64][N:63]([C:66]2[N:74]=[C:73]3[C:69]([N:70]=[CH:71][N:72]3[C@@H:75]3[CH2:79][C@H:78]([NH:80][C:81](=[O:92])[C@H:82](OCC4C=CC=CC=4)[CH3:83])[C@@H:77]([OH:93])[C@H:76]3[OH:94])=[C:68]([NH:95][CH2:96][CH:97]([C:104]3[CH:109]=[CH:108][CH:107]=[CH:106][CH:105]=3)[C:98]3[CH:103]=[CH:102][CH:101]=[CH:100][CH:99]=3)[N:67]=2)[CH2:62]1.C1([O:116][C:117](=O)[NH:118][C:119]2[CH:124]=[CH:123][CH:122]=[C:121]([S:125](=[O:128])(=[O:127])[NH2:126])[CH:120]=2)C=CC=CC=1.C1(OC(=O)NC2C=NC=CC=2)C=CC=CC=1.